Dataset: Reaction yield outcomes from USPTO patents with 853,638 reactions. Task: Predict the reaction yield, written as a fraction of the theoretical maximum amount of product (1.0 means a 100% yield; for example, 0.34 means a 34% yield). (1) The product is [C:1]([C:5]1[CH:9]=[C:8]([CH2:10][NH:11][C:37]([NH:36][C:33]2[CH:34]=[N:35][C:30]([NH:29][CH2:28][CH2:27][OH:26])=[CH:31][CH:32]=2)=[O:38])[N:7]([C:12]2[CH:17]=[CH:16][CH:15]=[C:14]([Cl:18])[CH:13]=2)[N:6]=1)([CH3:4])([CH3:2])[CH3:3]. The reactants are [C:1]([C:5]1[CH:9]=[C:8]([CH2:10][NH2:11])[N:7]([C:12]2[CH:17]=[CH:16][CH:15]=[C:14]([Cl:18])[CH:13]=2)[N:6]=1)([CH3:4])([CH3:3])[CH3:2].C(N(CC)CC)C.[OH:26][CH2:27][CH2:28][NH:29][C:30]1[N:35]=[CH:34][C:33]([NH:36][C:37](=O)[O:38]C2C=CC=CC=2)=[CH:32][CH:31]=1. The yield is 0.710. The catalyst is C(#N)C. (2) The reactants are [CH:1]1([C:6]2[CH:11]=[C:10]([C:12]3[C:24]4[C:23]([CH3:25])=[C:22]([CH3:26])[S:21][C:20]=4[C:19]([Br:27])=[C:18]4[C:13]=3[CH:14]=[CH:15][CH:16]=[CH:17]4)[CH:9]=[CH:8][C:7]=2[OH:28])[CH2:5][CH2:4][CH2:3][CH2:2]1.C([O-])(=O)C.[K+].[Br:34]Br.O. The catalyst is C(O)(=O)C. The product is [Br:34][C:8]1[CH:9]=[C:10]([C:12]2[C:24]3[C:23]([CH3:25])=[C:22]([CH3:26])[S:21][C:20]=3[C:19]([Br:27])=[C:18]3[C:13]=2[CH:14]=[CH:15][CH:16]=[CH:17]3)[CH:11]=[C:6]([CH:1]2[CH2:2][CH2:3][CH2:4][CH2:5]2)[C:7]=1[OH:28]. The yield is 0.520. (3) The reactants are Br[C:2]1[CH:3]=[C:4]2[C:8](=[CH:9][C:10]=1[Cl:11])[N:7]([C:12]([O:14][C:15]([CH3:18])([CH3:17])[CH3:16])=[O:13])[CH:6]=[C:5]2[C:19]([O:21][CH3:22])=[O:20].CC1(C)C(C)(C)OB([C:31]2[CH:36]=[CH:35][C:34]([OH:37])=[CH:33][CH:32]=2)O1.[O-]P([O-])([O-])=O.[K+].[K+].[K+]. The catalyst is C1C=CC(P(C2C=CC=CC=2)[C-]2C=CC=C2)=CC=1.C1C=CC(P(C2C=CC=CC=2)[C-]2C=CC=C2)=CC=1.Cl[Pd]Cl.[Fe+2].O1CCOCC1. The product is [Cl:11][C:10]1[CH:9]=[C:8]2[C:4]([C:5]([C:19]([O:21][CH3:22])=[O:20])=[CH:6][N:7]2[C:12]([O:14][C:15]([CH3:18])([CH3:17])[CH3:16])=[O:13])=[CH:3][C:2]=1[C:31]1[CH:36]=[CH:35][C:34]([OH:37])=[CH:33][CH:32]=1. The yield is 0.890. (4) The reactants are [F:1][C:2]([F:36])([F:35])[C:3]1[CH:4]=[N:5][N:6]([C:8]2[CH:34]=[CH:33][C:11]([O:12][CH:13]([C:17]3[CH:32]=[CH:31][C:20]([C:21]([NH:23][CH2:24][CH2:25][C:26]([O:28]CC)=[O:27])=[O:22])=[CH:19][N:18]=3)[CH2:14][CH2:15][CH3:16])=[CH:10][CH:9]=2)[CH:7]=1.[OH-].[Na+].Cl. The catalyst is CO. The product is [F:36][C:2]([F:1])([F:35])[C:3]1[CH:4]=[N:5][N:6]([C:8]2[CH:9]=[CH:10][C:11]([O:12][CH:13]([C:17]3[CH:32]=[CH:31][C:20]([C:21]([NH:23][CH2:24][CH2:25][C:26]([OH:28])=[O:27])=[O:22])=[CH:19][N:18]=3)[CH2:14][CH2:15][CH3:16])=[CH:33][CH:34]=2)[CH:7]=1. The yield is 1.00. (5) The reactants are [C:1]1([CH2:7][N:8]2[CH2:13][CH2:12][CH2:11]C[C@H:9]2[C:14]([N:16]2[CH2:20][CH2:19][CH2:18][CH2:17]2)=O)[CH:6]=[CH:5][CH:4]=[CH:3][CH:2]=1.[H-].[H-].[H-].[H-].[Li+].[Al+3].[CH2:27]1COCC1. No catalyst specified. The product is [C:1]1([CH2:7][N:8]2[CH2:13][CH2:12][CH2:11][C@H:9]2[CH2:14][N:16]2[CH2:20][CH2:19][CH2:18][CH2:17][CH2:27]2)[CH:2]=[CH:3][CH:4]=[CH:5][CH:6]=1. The yield is 0.830. (6) The reactants are Cl[C:2]1[O:3][C:4]([C:7]2[CH:8]=[C:9]3[C:14](=[CH:15][CH:16]=2)[CH:13]=[N:12][CH:11]=[CH:10]3)=[CH:5][N:6]=1.[NH2:17][C:18]1[CH:19]=[C:20]([NH:24][S:25]([CH3:28])(=[O:27])=[O:26])[CH:21]=[CH:22][CH:23]=1. The catalyst is CC(O)C. The product is [CH:13]1[C:14]2[C:9](=[CH:8][C:7]([C:4]3[O:3][C:2]([NH:17][C:18]4[CH:19]=[C:20]([NH:24][S:25]([CH3:28])(=[O:27])=[O:26])[CH:21]=[CH:22][CH:23]=4)=[N:6][CH:5]=3)=[CH:16][CH:15]=2)[CH:10]=[CH:11][N:12]=1. The yield is 0.380. (7) The catalyst is C(O)(=O)C.C(Cl)Cl.CCOC(C)=O.O=[Pt]=O. The product is [NH2:1][C:2]1[CH:3]=[CH:4][CH:5]=[C:6]2[C:11]=1[C:10](=[O:12])[N:9]([CH3:13])[CH2:8][CH2:7]2. The reactants are [NH2:1][C:2]1[CH:3]=[CH:4][CH:5]=[C:6]2[C:11]=1[C:10](=[O:12])[N:9]([CH3:13])[CH:8]=[CH:7]2.CO. The yield is 0.250.